Dataset: Full USPTO retrosynthesis dataset with 1.9M reactions from patents (1976-2016). Task: Predict the reactants needed to synthesize the given product. (1) Given the product [O:19]1[CH2:24][CH2:23][CH2:22][O:21][CH:20]1[C:25]1[CH:26]=[C:27]([C:35]([C:37]2[CH:42]=[C:41]([C:43]3[O:44][CH:45]=[CH:46][CH:47]=3)[CH:40]=[CH:39][C:38]=2[O:48][CH3:49])=[O:36])[CH:28]=[C:29]([O:33][CH3:34])[C:30]=1[O:31][CH3:32], predict the reactants needed to synthesize it. The reactants are: [Mg].BrC1C=C(OC)C(OC)=C(C2OCCCO2)C=1.[O:19]1[CH2:24][CH2:23][CH2:22][O:21][CH:20]1[C:25]1[CH:26]=[C:27]([CH:35]([C:37]2[CH:42]=[C:41]([C:43]3[O:44][CH:45]=[CH:46][CH:47]=3)[CH:40]=[CH:39][C:38]=2[O:48][CH3:49])[OH:36])[CH:28]=[C:29]([O:33][CH3:34])[C:30]=1[O:31][CH3:32].[Cr](O[Cr]([O-])(=O)=O)([O-])(=O)=O.[NH+]1C=CC=CC=1.[NH+]1C=CC=CC=1. (2) Given the product [CH2:10]([N:4]1[CH2:5][CH:25]([N+:26]([O-:28])=[O:27])[CH:24]([C:21]2[CH:22]=[CH:23][C:18]([Cl:17])=[C:19]([Cl:29])[CH:20]=2)[CH2:3]1)[C:11]1[CH:16]=[CH:15][CH:14]=[CH:13][CH:12]=1, predict the reactants needed to synthesize it. The reactants are: CO[CH2:3][N:4]([CH2:10][C:11]1[CH:16]=[CH:15][CH:14]=[CH:13][CH:12]=1)[CH2:5][Si](C)(C)C.[Cl:17][C:18]1[CH:23]=[CH:22][C:21](/[CH:24]=[CH:25]/[N+:26]([O-:28])=[O:27])=[CH:20][C:19]=1[Cl:29].FC(F)(F)C(O)=O. (3) Given the product [Cl:19][C:20]1[CH:25]=[C:24]([Cl:26])[CH:23]=[CH:22][C:21]=1[N:27]1[C:32]2=[N:33][C:34]3[CH:39]=[CH:38][CH:37]=[C:36]([CH:40]([OH:41])[C:44]([F:47])([F:46])[F:45])[C:35]=3[N:31]2[CH2:30][CH2:29][CH2:28]1, predict the reactants needed to synthesize it. The reactants are: [F-].C([N+](CCCC)(CCCC)CCCC)CCC.[Cl:19][C:20]1[CH:25]=[C:24]([Cl:26])[CH:23]=[CH:22][C:21]=1[N:27]1[C:32]2=[N:33][C:34]3[C:35](=[C:36]([CH:40]=[O:41])[CH:37]=[CH:38][CH:39]=3)[N:31]2[CH2:30][CH2:29][CH2:28]1.C[Si](C)(C)[C:44]([F:47])([F:46])[F:45]. (4) Given the product [C:3]1([CH:9]([CH3:14])[CH2:10][C:11](=[O:13])[CH3:1])[CH:4]=[CH:5][CH:6]=[CH:7][CH:8]=1, predict the reactants needed to synthesize it. The reactants are: [CH3:1][Li].[C:3]1([CH:9]([CH3:14])[CH2:10][C:11]([OH:13])=O)[CH:8]=[CH:7][CH:6]=[CH:5][CH:4]=1. (5) Given the product [CH3:11][N:8]1[CH:7]=[C:6]2[C:10]([C:2]([C:13]#[N:14])=[C:3]([CH3:12])[CH:4]=[CH:5]2)=[N:9]1, predict the reactants needed to synthesize it. The reactants are: Br[C:2]1[C:10]2[C:6](=[CH:7][N:8]([CH3:11])[N:9]=2)[CH:5]=[CH:4][C:3]=1[CH3:12].[C:13]([Cu])#[N:14].O. (6) Given the product [CH2:1]1[O:17][C:16]2[C:3](=[CH:4][C:5]3[CH:6]=[C:7]([CH2:26][N:27]4[CH2:34][CH2:33][CH2:32][C@H:28]4[C:29]([OH:31])=[O:30])[C:8]4[C:13]([C:14]=3[CH:15]=2)=[CH:12][C:11]([OH:18])=[CH:10][CH:9]=4)[O:2]1, predict the reactants needed to synthesize it. The reactants are: [CH2:1]1[O:17][C:16]2[C:3](=[CH:4][C:5]3[CH:6]=[C:7]([CH2:26][N:27]4[CH2:34][CH2:33][CH2:32][C@H:28]4[C:29]([OH:31])=[O:30])[C:8]4[C:13]([C:14]=3[CH:15]=2)=[CH:12][C:11]([O:18]CC2C=CC=CC=2)=[CH:10][CH:9]=4)[O:2]1.N. (7) Given the product [P:4]([C:9]1[C:13]([P:14]([OH:16])([OH:19])=[O:15])=[C:12]([C:22]2[S:23][CH:24]=[CH:25][CH:26]=2)[S:11][C:10]=1[C:27]1[S:28][CH:29]=[CH:30][CH:31]=1)([OH:5])([OH:6])=[O:3], predict the reactants needed to synthesize it. The reactants are: C([O:3][P:4]([C:9]1[C:13]([P:14]([O:19]CC)([O:16]CC)=[O:15])=[C:12]([C:22]2[S:23][CH:24]=[CH:25][CH:26]=2)[S:11][C:10]=1[C:27]1[S:28][CH:29]=[CH:30][CH:31]=1)([O:6]CC)=[O:5])C.I[Si](C)(C)C. (8) Given the product [C:1]1([C:7]2[CH:12]=[C:11]([CH:13]3[CH2:14][CH2:15][S:16](=[O:19])(=[O:20])[CH2:17][CH2:18]3)[CH:10]=[CH:9][C:8]=2[NH:21][C:22]([C:24]2[NH:25][CH:26]=[C:27]([C:29]#[N:30])[N:28]=2)=[O:23])[CH2:6][CH2:5][CH2:4][CH2:3][CH:2]=1, predict the reactants needed to synthesize it. The reactants are: [C:1]1([C:7]2[CH:12]=[C:11]([CH:13]3[CH2:18][CH2:17][S:16](=[O:20])(=[O:19])[CH2:15][CH2:14]3)[CH:10]=[CH:9][C:8]=2[NH:21][C:22]([C:24]2[N:25](COCC[Si](C)(C)C)[CH:26]=[C:27]([C:29]#[N:30])[N:28]=2)=[O:23])[CH2:6][CH2:5][CH2:4][CH2:3][CH:2]=1.CCO.C(O)(C(F)(F)F)=O. (9) Given the product [O:3]1[C:8]2=[CH:9][CH:10]=[CH:11][C:7]2=[CH:6][C:5]([CH:12]2[CH2:17][CH2:16][CH2:15][CH2:14][N:13]2[CH2:18][CH2:19][C@H:20]2[CH2:21][CH2:22][C@H:23]([NH:26][C:31]([CH:27]3[CH2:30][CH2:29][CH2:28]3)=[O:32])[CH2:24][CH2:25]2)=[CH:4]1, predict the reactants needed to synthesize it. The reactants are: Cl.Cl.[O:3]1[C:8]2=[CH:9][CH:10]=[CH:11][C:7]2=[CH:6][C:5]([CH:12]2[CH2:17][CH2:16][CH2:15][CH2:14][N:13]2[CH2:18][CH2:19][C@H:20]2[CH2:25][CH2:24][C@H:23]([NH2:26])[CH2:22][CH2:21]2)=[CH:4]1.[CH:27]1([C:31](O)=[O:32])[CH2:30][CH2:29][CH2:28]1. (10) Given the product [Br:1][C:2]1[N:7]=[C:6]([C:8]([NH:42][C:43]2[CH:47]=[CH:46][N:45]([CH3:48])[N:44]=2)=[O:10])[C:5]([S:11][C:12]2[CH:17]=[CH:16][C:15]([F:18])=[CH:14][CH:13]=2)=[N:4][CH:3]=1, predict the reactants needed to synthesize it. The reactants are: [Br:1][C:2]1[N:7]=[C:6]([C:8]([OH:10])=O)[C:5]([S:11][C:12]2[CH:17]=[CH:16][C:15]([F:18])=[CH:14][CH:13]=2)=[N:4][CH:3]=1.Cl.CN(C)CCCN=C=NCC.ON1C2C=CC=CC=2N=N1.Cl.[NH2:42][C:43]1[CH:47]=[CH:46][N:45]([CH3:48])[N:44]=1.C(N(CC)CC)C.